This data is from Forward reaction prediction with 1.9M reactions from USPTO patents (1976-2016). The task is: Predict the product of the given reaction. (1) Given the reactants [Br:1][C:2]1[C:3]([F:20])=[C:4]([F:19])[C:5]([NH:11][C:12]2[CH:17]=[CH:16][CH:15]=[CH:14][C:13]=2[F:18])=[C:6]([CH:10]=1)[C:7]([OH:9])=[O:8].O=S(Cl)Cl.[CH3:25]O, predict the reaction product. The product is: [Br:1][C:2]1[C:3]([F:20])=[C:4]([F:19])[C:5]([NH:11][C:12]2[CH:17]=[CH:16][CH:15]=[CH:14][C:13]=2[F:18])=[C:6]([CH:10]=1)[C:7]([O:9][CH3:25])=[O:8]. (2) Given the reactants C([O:4][C@@H:5]1[CH2:9][C@@H:8]([CH2:10][O:11]C(=O)C)[O:7][C@H:6]1[N:15]1[CH:25]=[CH:24][C:19]([NH:20]C(=O)C)=[N:18][C:16]1=[O:17])(=O)C, predict the reaction product. The product is: [C@@H:6]1([N:15]2[CH:25]=[CH:24][C:19]([NH2:20])=[N:18][C:16]2=[O:17])[O:7][C@H:8]([CH2:10][OH:11])[CH2:9][C@H:5]1[OH:4]. (3) Given the reactants Br[CH2:2]/[CH:3]=[CH:4]/[C:5]([NH:7][C:8]1[CH:39]=[CH:38][C:11]([C:12]([NH:14][C@H:15]2[CH2:20][CH2:19][CH2:18][C@@H:17]([NH:21][C:22]3[N:27]=[C:26]([C:28]4[C:36]5[C:31](=[CH:32][CH:33]=[CH:34][CH:35]=5)[NH:30][CH:29]=4)[C:25]([Cl:37])=[CH:24][N:23]=3)[CH2:16]2)=[O:13])=[CH:10][CH:9]=1)=[O:6].CCN(C(C)C)C(C)C.CN1C(=[O:55])CCC1.O, predict the reaction product. The product is: [Cl:37][C:25]1[C:26]([C:28]2[C:36]3[C:31](=[CH:32][CH:33]=[CH:34][CH:35]=3)[NH:30][CH:29]=2)=[N:27][C:22]([NH:21][C@@H:17]2[CH2:18][CH2:19][CH2:20][C@H:15]([NH:14][C:12](=[O:13])[C:11]3[CH:38]=[CH:39][C:8]([NH:7][C:5](=[O:6])/[CH:4]=[CH:3]/[CH2:2][OH:55])=[CH:9][CH:10]=3)[CH2:16]2)=[N:23][CH:24]=1. (4) Given the reactants Br[C:2]1[C:11]2[C:6](=[C:7]([C:14]#[N:15])[CH:8]=[C:9]([O:12][CH3:13])[CH:10]=2)[C:5](=[O:16])[N:4]([C:17]2[CH:22]=[CH:21][C:20]([O:23][CH3:24])=[CH:19][CH:18]=2)[CH:3]=1.C(=O)([O-])[O-].[Cs+].[Cs+].[F:31][C:32]1[CH:33]=[C:34](B(O)O)[CH:35]=[C:36]([F:39])[C:37]=1[F:38], predict the reaction product. The product is: [CH3:13][O:12][C:9]1[CH:10]=[C:11]2[C:6](=[C:7]([C:14]#[N:15])[CH:8]=1)[C:5](=[O:16])[N:4]([C:17]1[CH:22]=[CH:21][C:20]([O:23][CH3:24])=[CH:19][CH:18]=1)[CH:3]=[C:2]2[C:34]1[CH:33]=[C:32]([F:31])[C:37]([F:38])=[C:36]([F:39])[CH:35]=1. (5) Given the reactants C(O[BH-](OC(=O)C)OC(=O)C)(=O)C.[Na+].[S:15]1[CH:19]=[CH:18][C:17]([C:20]2[CH:27]=[CH:26][C:23]([CH:24]=O)=[CH:22][CH:21]=2)=[CH:16]1.Cl.[NH2:29][CH2:30][C:31]([N:33]1[CH2:38][CH2:37][N:36]([C:39](=[O:51])[C:40]2[CH:45]=[C:44]([F:46])[CH:43]=[CH:42][C:41]=2[C:47]([F:50])([F:49])[F:48])[CH2:35][CH2:34]1)=[O:32].FC1C=CC(C(F)(F)F)=C(C=1)C(O)=O.C(=O)(O)[O-].[Na+], predict the reaction product. The product is: [F:46][C:44]1[CH:43]=[CH:42][C:41]([C:47]([F:49])([F:48])[F:50])=[C:40]([CH:45]=1)[C:39]([N:36]1[CH2:37][CH2:38][N:33]([C:31](=[O:32])[CH2:30][NH:29][CH2:24][C:23]2[CH:26]=[CH:27][C:20]([C:17]3[CH:18]=[CH:19][S:15][CH:16]=3)=[CH:21][CH:22]=2)[CH2:34][CH2:35]1)=[O:51]. (6) Given the reactants [S:1]1[C:5]([C:6]([C@@H:8]2[CH2:13][CH2:12][CH2:11][N:10]([C:14]([O:16][C:17]([CH3:20])([CH3:19])[CH3:18])=[O:15])[CH2:9]2)=[O:7])=[CH:4][C:3]2[CH:21]=[CH:22][CH:23]=[CH:24][C:2]1=2.[CH3:25][O:26][CH2:27][CH2:28][CH2:29][CH2:30][Mg]Cl.[NH4+].[Cl-], predict the reaction product. The product is: [S:1]1[C:5]([C@:6]([C@@H:8]2[CH2:13][CH2:12][CH2:11][N:10]([C:14]([O:16][C:17]([CH3:20])([CH3:19])[CH3:18])=[O:15])[CH2:9]2)([OH:7])[CH2:30][CH2:29][CH2:28][CH2:27][O:26][CH3:25])=[CH:4][C:3]2[CH:21]=[CH:22][CH:23]=[CH:24][C:2]1=2. (7) Given the reactants [F:1][C:2]1[CH:7]=[CH:6][CH:5]=[CH:4][C:3]=1[C:8]1[C:20]2[C:19]3[C:14](=[CH:15][C:16]([CH3:28])=[C:17]([O:21][C:22]4[CH:23]=[N:24][CH:25]=[N:26][CH:27]=4)[CH:18]=3)[NH:13][C:12]=2[C:11]([C:29]([OH:31])=O)=[N:10][CH:9]=1.[Cl-].[NH4+].F[P-](F)(F)(F)(F)F.[N:41]1(O[P+](N(C)C)(N(C)C)N(C)C)C2C=CC=CC=2N=N1.CCN(C(C)C)C(C)C.CN1CCOCC1, predict the reaction product. The product is: [F:1][C:2]1[CH:7]=[CH:6][CH:5]=[CH:4][C:3]=1[C:8]1[C:20]2[C:19]3[C:14](=[CH:15][C:16]([CH3:28])=[C:17]([O:21][C:22]4[CH:23]=[N:24][CH:25]=[N:26][CH:27]=4)[CH:18]=3)[NH:13][C:12]=2[C:11]([C:29]([NH2:41])=[O:31])=[N:10][CH:9]=1. (8) Given the reactants [Br:1][C:2]1[C:3](Cl)=[N:4][C:5]([NH:8][C:9]2[CH:14]=[C:13]([CH3:15])[CH:12]=[C:11]([CH3:16])[CH:10]=2)=[N:6][CH:7]=1.[NH:18]1[CH2:23][CH2:22][O:21][CH2:20][CH2:19]1, predict the reaction product. The product is: [Br:1][C:2]1[C:3]([N:18]2[CH2:23][CH2:22][O:21][CH2:20][CH2:19]2)=[N:4][C:5]([NH:8][C:9]2[CH:14]=[C:13]([CH3:15])[CH:12]=[C:11]([CH3:16])[CH:10]=2)=[N:6][CH:7]=1.